Dataset: Forward reaction prediction with 1.9M reactions from USPTO patents (1976-2016). Task: Predict the product of the given reaction. (1) Given the reactants [CH2:1]([N:8]1[CH2:13][CH2:12][CH:11]([C:14]2[CH:18]=[CH:17][S:16][CH:15]=2)[CH:10]([C:19]([OH:21])=O)[CH2:9]1)[C:2]1[CH:7]=[CH:6][CH:5]=[CH:4][CH:3]=1.C(Cl)(=O)C([Cl:25])=O, predict the reaction product. The product is: [CH2:1]([N:8]1[CH2:13][CH2:12][CH:11]([C:14]2[CH:18]=[CH:17][S:16][CH:15]=2)[CH:10]([C:19]([Cl:25])=[O:21])[CH2:9]1)[C:2]1[CH:7]=[CH:6][CH:5]=[CH:4][CH:3]=1. (2) Given the reactants C[O-].[Na+].[CH2:4]([NH:11][C:12]([NH2:14])=[O:13])[C:5]1[CH:10]=[CH:9][CH:8]=[CH:7][CH:6]=1.[C:15]([CH2:17][C:18](OC)=[O:19])#[N:16], predict the reaction product. The product is: [NH2:16][C:15]1[N:11]([CH2:4][C:5]2[CH:10]=[CH:9][CH:8]=[CH:7][CH:6]=2)[C:12](=[O:13])[NH:14][C:18](=[O:19])[CH:17]=1. (3) Given the reactants [C:1]([O:5][C:6]([N:8]([CH3:49])[CH2:9][CH:10]([O:41][Si:42]([C:45]([CH3:48])([CH3:47])[CH3:46])([CH3:44])[CH3:43])[CH2:11][O:12][C:13]1[CH:14]=[C:15]([C:19]2[N:24]=[C:23]([C:25](OC3C=CC=CC=3)=[O:26])[CH:22]=[C:21]([C:34]3[C:35]([CH3:40])=[N:36][O:37][C:38]=3[CH3:39])[N:20]=2)[CH:16]=[CH:17][CH:18]=1)=[O:7])([CH3:4])([CH3:3])[CH3:2].[O:50]1[CH2:55][CH2:54][CH:53]([CH2:56][NH2:57])[CH2:52][CH2:51]1.CCN(CC)CC, predict the reaction product. The product is: [C:45]([Si:42]([CH3:44])([CH3:43])[O:41][CH:10]([CH2:11][O:12][C:13]1[CH:18]=[CH:17][CH:16]=[C:15]([C:19]2[N:20]=[C:21]([C:34]3[C:35]([CH3:40])=[N:36][O:37][C:38]=3[CH3:39])[CH:22]=[C:23]([C:25](=[O:26])[NH:57][CH2:56][CH:53]3[CH2:54][CH2:55][O:50][CH2:51][CH2:52]3)[N:24]=2)[CH:14]=1)[CH2:9][N:8]([CH3:49])[C:6](=[O:7])[O:5][C:1]([CH3:4])([CH3:3])[CH3:2])([CH3:48])([CH3:46])[CH3:47]. (4) Given the reactants [CH2:1]([C:3]1[N:8]=[CH:7][C:6]([CH2:9][OH:10])=[CH:5][C:4]=1[F:11])[CH3:2].C(Cl)Cl.CO, predict the reaction product. The product is: [CH2:1]([C:3]1[N:8]=[CH:7][C:6]([CH:9]=[O:10])=[CH:5][C:4]=1[F:11])[CH3:2]. (5) Given the reactants [CH2:1]([O:3][CH2:4][C:5](Cl)=[O:6])[CH3:2].[Cl:8][C:9]1[C:18]([NH2:19])=[C:17]([NH:20][CH2:21][CH2:22][CH2:23][C:24]#[CH:25])[C:16]2[C:11](=[CH:12][CH:13]=[CH:14][CH:15]=2)[N:10]=1.C(N(CC)CC)C, predict the reaction product. The product is: [Cl:8][C:9]1[C:18]([NH:19][C:5](=[O:6])[CH2:4][O:3][CH2:1][CH3:2])=[C:17]([NH:20][CH2:21][CH2:22][CH2:23][C:24]#[CH:25])[C:16]2[C:11](=[CH:12][CH:13]=[CH:14][CH:15]=2)[N:10]=1. (6) Given the reactants [C:1]([C:3]1[CH:8]=[C:7]([O:9][CH3:10])[C:6]([OH:11])=[CH:5][C:4]=1[N:12]=[CH:13][N:14]([CH3:16])[CH3:15])#[N:2].O[CH2:18][C@H:19]1[CH2:23][CH2:22][CH2:21][N:20]1[C:24]([O:26][C:27]([CH3:30])([CH3:29])[CH3:28])=[O:25].C1(P(C2C=CC=CC=2)C2C=CC=CC=2)C=CC=CC=1.N(C(OCC)=O)=NC(OCC)=O, predict the reaction product. The product is: [C:1]([C:3]1[C:4](/[N:12]=[CH:13]/[N:14]([CH3:15])[CH3:16])=[CH:5][C:6]([O:11][CH2:18][C@H:19]2[CH2:23][CH2:22][CH2:21][N:20]2[C:24]([O:26][C:27]([CH3:28])([CH3:30])[CH3:29])=[O:25])=[C:7]([O:9][CH3:10])[CH:8]=1)#[N:2]. (7) The product is: [F:1][C:2]1[CH:7]=[CH:6][C:5](/[CH:8]=[CH:9]/[C:10]([OH:12])=[O:11])=[CH:4][C:3]=1[NH:15][C:16]([C:18]1[C:27]2[C:22](=[CH:23][CH:24]=[CH:25][CH:26]=2)[CH:21]=[C:20]([C:28]2[CH:33]=[CH:32][CH:31]=[C:30]([CH2:34][OH:35])[CH:29]=2)[CH:19]=1)=[O:17]. Given the reactants [F:1][C:2]1[CH:7]=[CH:6][C:5](/[CH:8]=[CH:9]/[C:10]([O:12]CC)=[O:11])=[CH:4][C:3]=1[NH:15][C:16]([C:18]1[C:27]2[C:22](=[CH:23][CH:24]=[CH:25][CH:26]=2)[CH:21]=[C:20]([C:28]2[CH:33]=[CH:32][CH:31]=[C:30]([CH2:34][OH:35])[CH:29]=2)[CH:19]=1)=[O:17].O[Li].O, predict the reaction product. (8) Given the reactants [C:1]([O:5][C:6]([N:8]1[C:16]2[C:11](=[CH:12][C:13]([CH:17]3[C:22]([C:23]#[N:24])=[C:21]([CH3:25])[NH:20][C:19]([CH3:26])=[C:18]3[C:27]#[N:28])=[CH:14][CH:15]=2)[C:10]([NH2:29])=[N:9]1)=[O:7])([CH3:4])([CH3:3])[CH3:2].[CH:30](=O)[CH3:31].C(O)(=O)C.C([BH3-])#N.[Na+], predict the reaction product. The product is: [C:1]([O:5][C:6]([N:8]1[C:16]2[C:11](=[CH:12][C:13]([CH:17]3[C:22]([C:23]#[N:24])=[C:21]([CH3:25])[NH:20][C:19]([CH3:26])=[C:18]3[C:27]#[N:28])=[CH:14][CH:15]=2)[C:10]([NH:29][CH2:30][CH3:31])=[N:9]1)=[O:7])([CH3:4])([CH3:2])[CH3:3].